From a dataset of Reaction yield outcomes from USPTO patents with 853,638 reactions. Predict the reaction yield, written as a fraction of the theoretical maximum amount of product (1.0 means a 100% yield; for example, 0.34 means a 34% yield). The reactants are C1(C[O:5][C:6](=[O:31])[CH:7]([C:12]2[CH:17]=[C:16]([O:18][CH2:19][CH:20]3[CH2:22][CH2:21]3)[C:15]([C:23]3[CH:28]=[CH:27][C:26]([Cl:29])=[CH:25][CH:24]=3)=[C:14]([Cl:30])[CH:13]=2)[CH2:8][CH:9]([CH3:11])[CH3:10])CC1.[OH-].[K+]. The catalyst is CCO.O. The product is [Cl:30][C:14]1[CH:13]=[C:12]([CH:7]([CH2:8][CH:9]([CH3:11])[CH3:10])[C:6]([OH:31])=[O:5])[CH:17]=[C:16]([O:18][CH2:19][CH:20]2[CH2:22][CH2:21]2)[C:15]=1[C:23]1[CH:24]=[CH:25][C:26]([Cl:29])=[CH:27][CH:28]=1. The yield is 0.930.